This data is from NCI-60 drug combinations with 297,098 pairs across 59 cell lines. The task is: Regression. Given two drug SMILES strings and cell line genomic features, predict the synergy score measuring deviation from expected non-interaction effect. (1) Drug 1: C1=NNC2=C1C(=O)NC=N2. Drug 2: C1CCC(C(C1)N)N.C(=O)(C(=O)[O-])[O-].[Pt+4]. Cell line: UACC-257. Synergy scores: CSS=6.66, Synergy_ZIP=-2.13, Synergy_Bliss=0.339, Synergy_Loewe=-2.18, Synergy_HSA=-0.257. (2) Drug 1: C1=CC=C(C(=C1)C(C2=CC=C(C=C2)Cl)C(Cl)Cl)Cl. Drug 2: CC(C)(C#N)C1=CC(=CC(=C1)CN2C=NC=N2)C(C)(C)C#N. Cell line: MALME-3M. Synergy scores: CSS=1.18, Synergy_ZIP=3.97, Synergy_Bliss=8.40, Synergy_Loewe=-0.295, Synergy_HSA=0.0364.